This data is from Full USPTO retrosynthesis dataset with 1.9M reactions from patents (1976-2016). The task is: Predict the reactants needed to synthesize the given product. (1) Given the product [CH2:18]([N:20]([CH2:2][C:3]1[N:8]=[C:7]([C:9]([F:10])([F:11])[F:12])[N:6]=[C:5]([C:13]([OH:15])=[O:14])[CH:4]=1)[CH2:21][CH3:22])[CH3:19], predict the reactants needed to synthesize it. The reactants are: Br[CH2:2][C:3]1[N:8]=[C:7]([C:9]([F:12])([F:11])[F:10])[N:6]=[C:5]([C:13]([O:15]CC)=[O:14])[CH:4]=1.[CH2:18]([NH:20][CH2:21][CH3:22])[CH3:19].O.[OH-].[Li+].Cl. (2) Given the product [CH3:2][O:3][CH:4]=[C:37]([C:31]1[CH:36]=[CH:35][CH:34]=[CH:33][CH:32]=1)[C:38]([O:40][CH2:41][CH3:42])=[O:39], predict the reactants needed to synthesize it. The reactants are: [Cl-].[CH3:2][O:3][CH2:4][P+](C1C=CC=CC=1)(C1C=CC=CC=1)C1C=CC=CC=1.O1CCCC1.[H-].[Na+].[C:31]1([C:37](=O)[C:38]([O:40][CH2:41][CH3:42])=[O:39])[CH:36]=[CH:35][CH:34]=[CH:33][CH:32]=1.